This data is from Reaction yield outcomes from USPTO patents with 853,638 reactions. The task is: Predict the reaction yield, written as a fraction of the theoretical maximum amount of product (1.0 means a 100% yield; for example, 0.34 means a 34% yield). The reactants are [F-].C([N+](CCCC)(CCCC)CCCC)CCC.[C:19]([O:23][C:24]([N:26]1[CH2:30][CH2:29][CH:28]([C:31]2[CH:36]=[CH:35][C:34]([S:37]CC[Si](C)(C)C)=[CH:33][C:32]=2[O:44][CH3:45])[CH2:27]1)=[O:25])([CH3:22])([CH3:21])[CH3:20].OS([O-])(=O)=O.[K+].[O-]S([O-])(=O)=O.[Na+].[Na+]. The catalyst is C1COCC1. The product is [C:19]([O:23][C:24]([N:26]1[CH2:30][CH2:29][CH:28]([C:31]2[CH:36]=[CH:35][C:34]([SH:37])=[CH:33][C:32]=2[O:44][CH3:45])[CH2:27]1)=[O:25])([CH3:22])([CH3:21])[CH3:20]. The yield is 0.620.